From a dataset of Forward reaction prediction with 1.9M reactions from USPTO patents (1976-2016). Predict the product of the given reaction. (1) Given the reactants [F:1][C:2]1[CH:3]=[C:4]([NH:9][C:10]([C:12]2[CH:13]=[C:14]([S:19](Cl)(=[O:21])=[O:20])[CH:15]=[CH:16][C:17]=2[F:18])=[O:11])[CH:5]=[CH:6][C:7]=1[F:8].[F:23][C:24]([F:31])([F:30])[C@@H:25]([NH2:29])[CH:26]([CH3:28])[CH3:27], predict the reaction product. The product is: [F:1][C:2]1[CH:3]=[C:4]([NH:9][C:10](=[O:11])[C:12]2[CH:13]=[C:14]([S:19](=[O:21])(=[O:20])[NH:29][C@@H:25]([CH:26]([CH3:28])[CH3:27])[C:24]([F:31])([F:30])[F:23])[CH:15]=[CH:16][C:17]=2[F:18])[CH:5]=[CH:6][C:7]=1[F:8]. (2) Given the reactants FC(F)(F)C(O)=O.[NH2:8][C@@H:9]([CH2:32][C:33]1[CH:38]=[CH:37][CH:36]=[CH:35][CH:34]=1)[C:10]([NH:12][C@H:13]([C:29](=[O:31])[NH2:30])[CH2:14][C:15]1[CH:20]=[CH:19][C:18]([C:21]2[S:25](=[O:27])(=[O:26])[NH:24][C:23](=[O:28])[CH:22]=2)=[CH:17][CH:16]=1)=[O:11].[CH2:39]([O:41][P:42]([C:47]([F:59])([F:58])[C:48]1[CH:53]=[CH:52][C:51]([CH2:54][C:55](O)=[O:56])=[CH:50][CH:49]=1)([O:44][CH2:45][CH3:46])=[O:43])[CH3:40], predict the reaction product. The product is: [CH2:39]([O:41][P:42]([C:47]([C:48]1[CH:49]=[CH:50][C:51]([CH2:54][C:55](=[O:56])[NH:8][C@H:9]([C:10](=[O:11])[NH:12][C@H:13]([C:29](=[O:31])[NH2:30])[CH2:14][C:15]2[CH:16]=[CH:17][C:18]([C:21]3[S:25](=[O:27])(=[O:26])[NH:24][C:23](=[O:28])[CH:22]=3)=[CH:19][CH:20]=2)[CH2:32][C:33]2[CH:34]=[CH:35][CH:36]=[CH:37][CH:38]=2)=[CH:52][CH:53]=1)([F:59])[F:58])(=[O:43])[O:44][CH2:45][CH3:46])[CH3:40]. (3) Given the reactants Cl[C:2]1[N:27]=[CH:26][C:5]2[N:6]=[CH:7][N:8]=[C:9]([NH:10][C:11]3[CH:16]=[CH:15][C:14]([O:17][CH2:18][C:19]4[CH:24]=[CH:23][CH:22]=[C:21]([F:25])[CH:20]=4)=[CH:13][CH:12]=3)[C:4]=2[CH:3]=1.[O:28]1[CH2:32][CH2:31][O:30][CH:29]1[C:33]1[O:37][C:36]([Sn](CCCC)(CCCC)CCCC)=[CH:35][CH:34]=1, predict the reaction product. The product is: [O:28]1[CH2:32][CH2:31][O:30][CH:29]1[C:33]1[O:37][C:36]([C:2]2[N:27]=[CH:26][C:5]3[N:6]=[CH:7][N:8]=[C:9]([NH:10][C:11]4[CH:16]=[CH:15][C:14]([O:17][CH2:18][C:19]5[CH:24]=[CH:23][CH:22]=[C:21]([F:25])[CH:20]=5)=[CH:13][CH:12]=4)[C:4]=3[CH:3]=2)=[CH:35][CH:34]=1. (4) Given the reactants [C:1]([O:5][C:6]([O:8][CH2:9][C@@:10]1([C:23]#[C:24][Si:25]([CH3:28])([CH3:27])[CH3:26])[O:14][C@@H:13](OC(OC(C)(C)C)=O)[CH:12]=[CH:11]1)=[O:7])([CH3:4])([CH3:3])[CH3:2].[NH:29]1[CH:37]=[C:35]([CH3:36])[C:33](=[O:34])[NH:32][C:30]1=[O:31], predict the reaction product. The product is: [C:1]([O:5][C:6]([O:8][CH2:9][C@@:10]1([C:23]#[C:24][Si:25]([CH3:26])([CH3:27])[CH3:28])[O:14][C@@H:13]([N:29]2[CH:37]=[C:35]([CH3:36])[C:33](=[O:34])[NH:32][C:30]2=[O:31])[CH:12]=[CH:11]1)=[O:7])([CH3:2])([CH3:3])[CH3:4]. (5) Given the reactants Br[CH2:2][CH:3]1[O:8][C:7]2[CH:9]=[C:10]([S:13]([C:16]([F:19])([F:18])[F:17])(=[O:15])=[O:14])[CH:11]=[CH:12][C:6]=2[CH2:5][O:4]1.[CH2:20]([NH2:22])[CH3:21], predict the reaction product. The product is: [F:17][C:16]([F:19])([F:18])[S:13]([C:10]1[CH:11]=[CH:12][C:6]2[CH2:5][O:4][CH:3]([CH2:2][NH:22][CH2:20][CH3:21])[O:8][C:7]=2[CH:9]=1)(=[O:15])=[O:14]. (6) Given the reactants [Cl:1][C:2]1[CH:3]=[CH:4][C:5]([C:28]([F:31])([F:30])[F:29])=[C:6]([CH:27]=1)[CH2:7][N:8]1[CH2:13][CH2:12][NH:11][C:10]2[N:14]=[CH:15][C:16]([C:18]3[CH:26]=[CH:25][C:21]([C:22]([OH:24])=O)=[CH:20][CH:19]=3)=[CH:17][C:9]1=2.[C:32]1([N:38]2[C:42]3([CH2:47][CH2:46][NH:45][CH2:44][CH2:43]3)[C:41](=[O:48])[NH:40][CH2:39]2)[CH:37]=[CH:36][CH:35]=[CH:34][CH:33]=1, predict the reaction product. The product is: [Cl:1][C:2]1[CH:3]=[CH:4][C:5]([C:28]([F:31])([F:30])[F:29])=[C:6]([CH:27]=1)[CH2:7][N:8]1[CH2:13][CH2:12][NH:11][C:10]2[N:14]=[CH:15][C:16]([C:18]3[CH:26]=[CH:25][C:21]([C:22]([N:45]4[CH2:44][CH2:43][C:42]5([N:38]([C:32]6[CH:37]=[CH:36][CH:35]=[CH:34][CH:33]=6)[CH2:39][NH:40][C:41]5=[O:48])[CH2:47][CH2:46]4)=[O:24])=[CH:20][CH:19]=3)=[CH:17][C:9]1=2. (7) Given the reactants Cl.[NH:2]1[CH2:7][CH2:6][CH:5]([C:8]2[C:16]3[C:11](=[C:12]([C:23]([NH2:25])=[O:24])[CH:13]=[C:14]([C:17]4[CH:18]=[N:19][CH:20]=[CH:21][CH:22]=4)[CH:15]=3)[NH:10][N:9]=2)[CH2:4][CH2:3]1.[CH2:26]([S:28](Cl)(=[O:30])=[O:29])[CH3:27].C(N(CC)CC)C, predict the reaction product. The product is: [CH2:26]([S:28]([N:2]1[CH2:7][CH2:6][CH:5]([C:8]2[C:16]3[C:11](=[C:12]([C:23]([NH2:25])=[O:24])[CH:13]=[C:14]([C:17]4[CH:18]=[N:19][CH:20]=[CH:21][CH:22]=4)[CH:15]=3)[NH:10][N:9]=2)[CH2:4][CH2:3]1)(=[O:30])=[O:29])[CH3:27].